From a dataset of Catalyst prediction with 721,799 reactions and 888 catalyst types from USPTO. Predict which catalyst facilitates the given reaction. (1) Reactant: [Cl:1][C:2]1[CH:3]=[CH:4][C:5]([O:17][CH2:18][C:19]2[CH:24]=[CH:23][C:22]([Cl:25])=[CH:21][CH:20]=2)=[C:6]([CH:16]=1)[CH2:7][N:8]1[C:12]([CH3:13])=[CH:11][C:10](C=O)=[N:9]1.[Li+].[Cl-].C[C:29](P(OC)(O)=O)([C:31]([O-:33])=[O:32])[CH3:30].[CH2:39]1CCN2C(=NCCC2)CC1. Product: [CH3:39][O:33][C:31](=[O:32])/[CH:29]=[CH:30]/[C:10]1[CH:11]=[C:12]([CH3:13])[N:8]([CH2:7][C:6]2[CH:16]=[C:2]([Cl:1])[CH:3]=[CH:4][C:5]=2[O:17][CH2:18][C:19]2[CH:24]=[CH:23][C:22]([Cl:25])=[CH:21][CH:20]=2)[N:9]=1. The catalyst class is: 23. (2) Reactant: [CH3:1][O:2][C:3]([CH:5]1[C:18]2[CH:17]=[CH:16][CH:15]=[CH:14][C:13]=2[O:12][C:11]2[C:6]1=[CH:7][CH:8]=[CH:9][CH:10]=2)=[O:4].CC(C)([O-:22])C.[K+].O=O.Cl. Product: [OH:22][C:5]1([C:3]([O:2][CH3:1])=[O:4])[C:6]2[CH:7]=[CH:8][CH:9]=[CH:10][C:11]=2[O:12][C:13]2[C:18]1=[CH:17][CH:16]=[CH:15][CH:14]=2. The catalyst class is: 7. (3) Reactant: [CH2:1]([O:3][C:4]1[CH:9]=[CH:8][C:7]([C:10]2[CH:15]=[CH:14][C:13](O)=[C:12]([F:17])[C:11]=2[F:18])=[C:6]([F:19])[C:5]=1[F:20])[CH3:2].[CH:21]([CH:23]1[CH2:28][CH2:27][CH:26]([CH:29]2[CH2:34][CH2:33][CH:32](CC3C=C(S(O)(=O)=O)C=CC=3C)[CH2:31][CH2:30]2)[CH2:25][CH2:24]1)=[CH2:22].[OH-].[K+].CN(C)[CH:51]=[O:52]. Product: [CH2:1]([O:3][C:4]1[CH:9]=[CH:8][C:7]([C:10]2[CH:15]=[CH:14][C:13]([O:52][CH2:51][CH:32]3[CH2:33][CH2:34][CH:29]([CH:26]4[CH2:25][CH2:24][CH:23]([CH:21]=[CH2:22])[CH2:28][CH2:27]4)[CH2:30][CH2:31]3)=[C:12]([F:17])[C:11]=2[F:18])=[C:6]([F:19])[C:5]=1[F:20])[CH3:2]. The catalyst class is: 93. (4) Reactant: [OH:1][C:2]1[CH:7]=[CH:6][C:5]([CH3:8])=[CH:4][C:3]=1[C:9]([C:11]1[CH:16]=[CH:15][CH:14]=[CH:13][CH:12]=1)=[O:10].[CH3:17][O:18][C:19](=[O:39])[CH2:20][CH2:21][C:22]1[CH:27]=[CH:26][C:25]([O:28][CH2:29][CH2:30][C@@H:31](OS(C)(=O)=O)[CH3:32])=[CH:24][C:23]=1[CH3:38].C([O-])([O-])=O.[Cs+].[Cs+].Cl. Product: [CH3:17][O:18][C:19](=[O:39])[CH2:20][CH2:21][C:22]1[CH:27]=[CH:26][C:25]([O:28][CH2:29][CH2:30][C@H:31]([O:1][C:2]2[CH:7]=[CH:6][C:5]([CH3:8])=[CH:4][C:3]=2[C:9](=[O:10])[C:11]2[CH:12]=[CH:13][CH:14]=[CH:15][CH:16]=2)[CH3:32])=[CH:24][C:23]=1[CH3:38]. The catalyst class is: 18. (5) Reactant: [OH:1][C:2]1[CH:7]=[CH:6][CH:5]=[CH:4][C:3]=1[C:8]1[N:12]=[C:11]([C:13]2[CH:18]=[CH:17][CH:16]=[CH:15][C:14]=2[OH:19])[N:10]([CH2:20][C:21](OCC)=[O:22])[N:9]=1.[NH:26]([CH2:30][CH2:31][OH:32])[CH2:27][CH2:28][OH:29]. Product: [OH:1][C:2]1[CH:7]=[CH:6][CH:5]=[CH:4][C:3]=1[C:8]1[N:12]=[C:11]([C:13]2[CH:18]=[CH:17][CH:16]=[CH:15][C:14]=2[OH:19])[N:10]([CH2:20][C:21]([N:26]([CH2:30][CH2:31][OH:32])[CH2:27][CH2:28][OH:29])=[O:22])[N:9]=1. The catalyst class is: 8.